Dataset: Catalyst prediction with 721,799 reactions and 888 catalyst types from USPTO. Task: Predict which catalyst facilitates the given reaction. (1) Reactant: FC(F)(F)C(O)=O.[F:8][C:9]1[C:14]([F:15])=[CH:13][CH:12]=[CH:11][C:10]=1[C@H:16]1[CH2:22][N:21]([CH2:23][CH2:24][S:25]([CH3:28])(=[O:27])=[O:26])[C:20](=[O:29])[C@H:19]([NH:30]C(=O)OC(C)(C)C)[CH2:18][CH2:17]1. Product: [NH2:30][C@@H:19]1[CH2:18][CH2:17][C@@H:16]([C:10]2[CH:11]=[CH:12][CH:13]=[C:14]([F:15])[C:9]=2[F:8])[CH2:22][N:21]([CH2:23][CH2:24][S:25]([CH3:28])(=[O:26])=[O:27])[C:20]1=[O:29]. The catalyst class is: 4. (2) Reactant: [CH2:1]([N:8]1[C:12]2[N:13]=[C:14]([C:18]([CH3:21])([CH3:20])[CH3:19])[N:15]=[C:16](Cl)[C:11]=2[N:10]=[N:9]1)[C:2]1[CH:7]=[CH:6][CH:5]=[CH:4][CH:3]=1.C(#N)C.C(N(C(C)C)C(C)C)C.[NH:34]1[CH2:38][CH2:37][C@H:36]([OH:39])[CH2:35]1. Product: [CH2:1]([N:8]1[C:12]2[N:13]=[C:14]([C:18]([CH3:21])([CH3:20])[CH3:19])[N:15]=[C:16]([N:34]3[CH2:38][CH2:37][C@H:36]([OH:39])[CH2:35]3)[C:11]=2[N:10]=[N:9]1)[C:2]1[CH:7]=[CH:6][CH:5]=[CH:4][CH:3]=1. The catalyst class is: 11. (3) Reactant: [OH:1][C:2]1[CH:3]=[C:4]2[C:9](=[CH:10][CH:11]=1)[CH2:8][CH:7]([C:12]1([CH3:18])[CH2:16][O:15][C:14](=[O:17])[NH:13]1)[CH2:6][CH2:5]2.CN(C)C=O.[Br:24]N1C(=O)CCC1=O. Product: [Br:24][C:3]1[C:2]([OH:1])=[CH:11][CH:10]=[C:9]2[C:4]=1[CH2:5][CH2:6][C@H:7]([C@@:12]1([CH3:18])[CH2:16][O:15][C:14](=[O:17])[NH:13]1)[CH2:8]2. The catalyst class is: 6. (4) Reactant: [NH2:1][C:2]1[CH:19]=[CH:18][C:5]([O:6][C:7]2[CH:12]=[CH:11][N:10]=[C:9]3[NH:13][CH:14]=[C:15]([C:16]#[N:17])[C:8]=23)=[C:4]([F:20])[CH:3]=1.[Cl:21][C:22]1[CH:27]=[C:26](Cl)[N:25]=[C:24]([NH2:29])[N:23]=1.Cl.[OH-].[Na+]. Product: [NH2:29][C:24]1[N:25]=[C:26]([NH:1][C:2]2[CH:19]=[CH:18][C:5]([O:6][C:7]3[CH:12]=[CH:11][N:10]=[C:9]4[NH:13][CH:14]=[C:15]([C:16]#[N:17])[C:8]=34)=[C:4]([F:20])[CH:3]=2)[CH:27]=[C:22]([Cl:21])[N:23]=1. The catalyst class is: 6.